From a dataset of Forward reaction prediction with 1.9M reactions from USPTO patents (1976-2016). Predict the product of the given reaction. (1) Given the reactants Cl.[NH2:2][OH:3].C(N(CC)CC)C.[CH3:11][O:12][CH2:13][O:14][C:15]1[CH:20]=[C:19]([O:21][CH2:22][O:23][CH3:24])[CH:18]=[CH:17][C:16]=1[CH:25]1[CH2:30][CH2:29][CH2:28][C:27](=O)[CH2:26]1, predict the reaction product. The product is: [CH3:11][O:12][CH2:13][O:14][C:15]1[CH:20]=[C:19]([O:21][CH2:22][O:23][CH3:24])[CH:18]=[CH:17][C:16]=1[CH:25]1[CH2:30][CH2:29][CH2:28][C:27](=[N:2][OH:3])[CH2:26]1. (2) Given the reactants [C:1]([N:4]1[C:13]2[C:8](=[CH:9][C:10]([C:14]3[CH:22]=[CH:21][C:17]([C:18]([OH:20])=[O:19])=[CH:16][N:15]=3)=[CH:11][CH:12]=2)[C@H:7]([NH:23][C:24]2[CH:29]=[CH:28][C:27]([C:30]#[N:31])=[CH:26][N:25]=2)[CH2:6][C@@H:5]1[CH3:32])(=[O:3])[CH3:2].[CH3:33][N:34]([CH3:39])[CH2:35][CH2:36][CH2:37]O.C(Cl)CCl, predict the reaction product. The product is: [C:1]([N:4]1[C:13]2[C:8](=[CH:9][C:10]([C:14]3[CH:22]=[CH:21][C:17]([C:18]([O:20][CH2:37][CH2:36][CH2:35][N:34]([CH3:39])[CH3:33])=[O:19])=[CH:16][N:15]=3)=[CH:11][CH:12]=2)[C@H:7]([NH:23][C:24]2[CH:29]=[CH:28][C:27]([C:30]#[N:31])=[CH:26][N:25]=2)[CH2:6][C@@H:5]1[CH3:32])(=[O:3])[CH3:2]. (3) Given the reactants [C:1]([O:5][C:6](=[O:34])[NH:7][C:8]([C:10]1[S:11][C:12]([S:32][CH3:33])=[C:13]([S:15]([C:18]2[CH:19]=[C:20]([C:24]3[CH:29]=[CH:28][C:27]([NH2:30])=[CH:26][C:25]=3[CH3:31])[CH:21]=[CH:22][CH:23]=2)(=[O:17])=[O:16])[CH:14]=1)=[NH:9])([CH3:4])([CH3:3])[CH3:2].C(=O)([O-])[O-].[Cs+].[Cs+].[CH2:41]([O:43][P:44]([CH2:49]OS(C(F)(F)F)(=O)=O)([O:46][CH2:47][CH3:48])=[O:45])[CH3:42], predict the reaction product. The product is: [CH2:41]([O:43][P:44]([CH2:49][NH:30][C:27]1[CH:28]=[CH:29][C:24]([C:20]2[CH:21]=[CH:22][CH:23]=[C:18]([S:15]([C:13]3[CH:14]=[C:10]([C:8]([NH:7][C:6]([O:5][C:1]([CH3:4])([CH3:3])[CH3:2])=[O:34])=[NH:9])[S:11][C:12]=3[S:32][CH3:33])(=[O:17])=[O:16])[CH:19]=2)=[C:25]([CH3:31])[CH:26]=1)(=[O:45])[O:46][CH2:47][CH3:48])[CH3:42]. (4) The product is: [C:1]([O:5][C:6]([N:8]1[CH2:9][CH:10]2[CH:17]([C:18]([OH:30])=[O:19])[CH:15]([CH2:14][CH2:13][CH2:12][CH2:11]2)[CH2:16]1)=[O:7])([CH3:4])([CH3:3])[CH3:2]. Given the reactants [C:1]([O:5][C:6]([N:8]1[CH2:16][CH:15]2[CH:17]([CH:18]=[O:19])[CH:10]([CH2:11][CH2:12][CH2:13][CH2:14]2)[CH2:9]1)=[O:7])([CH3:4])([CH3:3])[CH3:2].O.O.O.O.O.O.C(OO)(=O)C1C(=CC=CC=1)C(O)=[O:30].[Mg], predict the reaction product.